Dataset: Forward reaction prediction with 1.9M reactions from USPTO patents (1976-2016). Task: Predict the product of the given reaction. (1) Given the reactants [C:1]([C:3]1[CH:48]=[CH:47][C:6]([CH2:7][CH:8](/[CH:21]=[CH:22]/[C:23]2[CH:28]=[CH:27][CH:26]=[CH:25][C:24]=2[O:29][CH2:30][C:31]2[CH:36]=[CH:35][C:34]([C:37]3[CH:42]=[CH:41][C:40]([C:43]([F:46])([F:45])[F:44])=[CH:39][CH:38]=3)=[CH:33][CH:32]=2)[CH2:9][CH2:10][C:11]2[CH:20]=[CH:19][C:14]([C:15]([O:17][CH3:18])=[O:16])=[CH:13][CH:12]=2)=[CH:5][CH:4]=1)#[N:2].C[Si]([N:53]=[N+:54]=[N-:55])(C)C.C([Sn](=O)CCCC)CCC, predict the reaction product. The product is: [NH:53]1[C:1]([C:3]2[CH:4]=[CH:5][C:6]([CH2:7][CH:8](/[CH:21]=[CH:22]/[C:23]3[CH:28]=[CH:27][CH:26]=[CH:25][C:24]=3[O:29][CH2:30][C:31]3[CH:36]=[CH:35][C:34]([C:37]4[CH:42]=[CH:41][C:40]([C:43]([F:44])([F:45])[F:46])=[CH:39][CH:38]=4)=[CH:33][CH:32]=3)[CH2:9][CH2:10][C:11]3[CH:12]=[CH:13][C:14]([C:15]([O:17][CH3:18])=[O:16])=[CH:19][CH:20]=3)=[CH:47][CH:48]=2)=[N:2][N:55]=[N:54]1. (2) Given the reactants Br[C:2]1[CH:10]=[CH:9][CH:8]=[C:7]2[C:3]=1[C:4](=[O:17])[C:5](=[O:16])[N:6]2[CH2:11][CH2:12][CH2:13][CH2:14][CH3:15].C(N1C2C(=CC=CC=2)C(=O)C1=O)CCCC.O1C2C=CC(O)=CC=2OC1.[Cl:44][C:45]1[CH:50]=[CH:49][C:48]([OH:51])=[CH:47][C:46]=1[F:52], predict the reaction product. The product is: [Cl:44][C:45]1[C:46]([F:52])=[CH:47][C:48]([OH:51])=[C:49]([C:4]2([OH:17])[C:3]3[C:7](=[CH:8][CH:9]=[CH:10][CH:2]=3)[N:6]([CH2:11][CH2:12][CH2:13][CH2:14][CH3:15])[C:5]2=[O:16])[CH:50]=1. (3) Given the reactants [CH2:1]([O:3][C:4](=[O:13])[CH2:5][CH:6]([C:10](=[O:12])[CH3:11])[C:7](=[O:9])[CH3:8])[CH3:2].IC.[C:16](=O)([O-])[O-].[K+].[K+], predict the reaction product. The product is: [CH2:1]([O:3][C:4](=[O:13])[CH2:5][C:6]([C:7](=[O:9])[CH3:8])([CH3:16])[C:10](=[O:12])[CH3:11])[CH3:2]. (4) Given the reactants [CH2:1]([O:3][CH2:4][C:5]1[N:6]([CH2:18][CH2:19][C:20]([N:22]2[CH2:27][CH2:26][O:25][CH2:24][CH2:23]2)=[O:21])[C:7]2[C:16]3[CH:15]=[CH:14][CH:13]=[CH:12][C:11]=3[N:10]=[CH:9][C:8]=2[N:17]=1)[CH3:2].C1C=C(Cl)C=C(C(OO)=O)C=1.C1(C)C=CC(S(Cl)(=O)=O)=CC=1.[OH-].[NH4+:51], predict the reaction product. The product is: [CH2:1]([O:3][CH2:4][C:5]1[N:6]([CH2:18][CH2:19][C:20]([N:22]2[CH2:23][CH2:24][O:25][CH2:26][CH2:27]2)=[O:21])[C:7]2[C:16]3[CH:15]=[CH:14][CH:13]=[CH:12][C:11]=3[N:10]=[C:9]([NH2:51])[C:8]=2[N:17]=1)[CH3:2].